From a dataset of Catalyst prediction with 721,799 reactions and 888 catalyst types from USPTO. Predict which catalyst facilitates the given reaction. (1) Reactant: Br[CH2:2][C:3]([C:5]1[CH:10]=[CH:9][CH:8]=[C:7]([N+:11]([O-:13])=[O:12])[CH:6]=1)=O.[O:14]1[CH2:19][CH2:18][CH:17]([C:20](=[S:22])[NH2:21])[CH2:16][CH2:15]1. Product: [N+:11]([C:7]1[CH:6]=[C:5]([C:3]2[N:21]=[C:20]([CH:17]3[CH2:18][CH2:19][O:14][CH2:15][CH2:16]3)[S:22][CH:2]=2)[CH:10]=[CH:9][CH:8]=1)([O-:13])=[O:12]. The catalyst class is: 8. (2) Reactant: [NH:1]1[CH:5]=[C:4]([C:6]2[N:11]3[CH:12]=[CH:13][N:14]=[C:10]3[CH:9]=[C:8]([C:15]3[CH:20]=[CH:19][C:18]([N:21]4[CH2:26][CH2:25][O:24][CH2:23][CH2:22]4)=[CH:17][CH:16]=3)[N:7]=2)[CH:3]=[N:2]1.[CH3:27]C1NN=CC=1B1OC(C)(C)C(C)(C)O1.C(=O)([O-])[O-].[K+].[K+]. Product: [CH3:27][C:5]1[C:4]([C:6]2[N:11]3[CH:12]=[CH:13][N:14]=[C:10]3[CH:9]=[C:8]([C:15]3[CH:20]=[CH:19][C:18]([N:21]4[CH2:26][CH2:25][O:24][CH2:23][CH2:22]4)=[CH:17][CH:16]=3)[N:7]=2)=[CH:3][NH:2][N:1]=1. The catalyst class is: 108. (3) Reactant: [C:1]([C:4]1[CH:5]=[C:6]([C:10]2[C:15]([O:16]CC3C=CC=CC=3)=[CH:14][CH:13]=[C:12]([O:24][C:25](=[O:33])[NH:26][CH:27]3[CH2:32][CH2:31][CH2:30][CH2:29][CH2:28]3)[CH:11]=2)[CH:7]=[CH:8][CH:9]=1)(=[O:3])[NH2:2]. Product: [C:1]([C:4]1[CH:5]=[C:6]([C:10]2[C:15]([OH:16])=[CH:14][CH:13]=[C:12]([O:24][C:25](=[O:33])[NH:26][CH:27]3[CH2:28][CH2:29][CH2:30][CH2:31][CH2:32]3)[CH:11]=2)[CH:7]=[CH:8][CH:9]=1)(=[O:3])[NH2:2]. The catalyst class is: 591. (4) Reactant: [OH:1][C@H:2]1[CH2:7][CH2:6][C@H:5]([NH:8][C:9](=[O:15])[O:10][C:11]([CH3:14])([CH3:13])[CH3:12])[CH2:4][CH2:3]1.[H-].[Na+].[CH2:18](I)[CH3:19]. Product: [CH2:18]([O:1][C@H:2]1[CH2:7][CH2:6][C@H:5]([NH:8][C:9](=[O:15])[O:10][C:11]([CH3:12])([CH3:14])[CH3:13])[CH2:4][CH2:3]1)[CH3:19]. The catalyst class is: 1.